Predict the reactants needed to synthesize the given product. From a dataset of Full USPTO retrosynthesis dataset with 1.9M reactions from patents (1976-2016). (1) Given the product [C:1]([Si:5]([CH3:31])([CH3:32])[O:6][CH2:7][CH2:8][CH2:9][O:10][C:11]1[CH:12]=[C:13]([C:19]2[CH:24]=[CH:23][C:22]([O:25][CH3:26])=[CH:21][C:20]=2[C:27]([F:30])([F:28])[F:29])[CH:14]=[CH:15][C:16]=1[CH2:17][OH:18])([CH3:3])([CH3:2])[CH3:4], predict the reactants needed to synthesize it. The reactants are: [C:1]([Si:5]([CH3:32])([CH3:31])[O:6][CH2:7][CH2:8][CH2:9][O:10][C:11]1[CH:12]=[C:13]([C:19]2[CH:24]=[CH:23][C:22]([O:25][CH3:26])=[CH:21][C:20]=2[C:27]([F:30])([F:29])[F:28])[CH:14]=[CH:15][C:16]=1[CH:17]=[O:18])([CH3:4])([CH3:3])[CH3:2].[BH4-].[Na+]. (2) Given the product [CH3:21][N:16]1[CH2:17][CH2:18][CH2:19][CH2:20][C@H:15]1[CH2:14][N:11]1[CH2:12][CH2:13][NH:8][CH2:9][CH2:10]1, predict the reactants needed to synthesize it. The reactants are: C([N:8]1[CH2:13][CH2:12][N:11]([CH2:14][C@@H:15]2[CH2:20][CH2:19][CH2:18][CH2:17][N:16]2[CH3:21])[CH2:10][CH2:9]1)C1C=CC=CC=1.[H][H]. (3) The reactants are: [C:1]([N:8]1[CH:12]=[CH:11]N=C1)(N1C=CN=C1)=[S:2].[Cl:13][C:14]1[CH:15]=C(C=[C:19]([Cl:30])[C:20]=1[S:21][C:22]1[CH:27]=[CH:26][C:25]([O:28][CH3:29])=[CH:24][CH:23]=1)N. Given the product [Cl:30][C:19]1[CH:11]=[C:12]([N:8]=[C:1]=[S:2])[CH:15]=[C:14]([Cl:13])[C:20]=1[S:21][C:22]1[CH:23]=[CH:24][C:25]([O:28][CH3:29])=[CH:26][CH:27]=1, predict the reactants needed to synthesize it. (4) Given the product [Cl:9][C:4]1[CH:5]=[C:6]([Cl:8])[N:7]=[C:2]([NH:26][C@H:24]([C:21]2[CH:22]=[CH:23][C:18]([F:17])=[CH:19][CH:20]=2)[CH3:25])[N:3]=1, predict the reactants needed to synthesize it. The reactants are: Cl[C:2]1[N:7]=[C:6]([Cl:8])[CH:5]=[C:4]([Cl:9])[N:3]=1.C(N(CC)CC)C.[F:17][C:18]1[CH:23]=[CH:22][C:21]([C@@H:24]([NH2:26])[CH3:25])=[CH:20][CH:19]=1.